From a dataset of Peptide-MHC class I binding affinity with 185,985 pairs from IEDB/IMGT. Regression. Given a peptide amino acid sequence and an MHC pseudo amino acid sequence, predict their binding affinity value. This is MHC class I binding data. (1) The peptide sequence is VTSSGTIYK. The MHC is HLA-A31:01 with pseudo-sequence HLA-A31:01. The binding affinity (normalized) is 1.00. (2) The peptide sequence is DPWGEVLAW. The MHC is HLA-B51:01 with pseudo-sequence HLA-B51:01. The binding affinity (normalized) is 0.110.